This data is from Full USPTO retrosynthesis dataset with 1.9M reactions from patents (1976-2016). The task is: Predict the reactants needed to synthesize the given product. (1) Given the product [CH3:23][O:22][C:17]1[CH:18]=[CH:19][CH:20]=[CH:21][C:16]=1[C:8]1[CH:9]=[C:10]([F:15])[CH:11]=[C:12]2[C:7]=1[O:6][C@@H:5]([CH2:4][NH2:1])[CH:14]=[CH:13]2, predict the reactants needed to synthesize it. The reactants are: [N:1]([CH2:4][C@H:5]1[CH2:14][CH2:13][C:12]2[C:7](=[C:8]([C:16]3[CH:21]=[CH:20][CH:19]=[CH:18][C:17]=3[O:22][CH3:23])[CH:9]=[C:10]([F:15])[CH:11]=2)[O:6]1)=[N+]=[N-].C1(P(C2C=CC=CC=2)C2C=CC=CC=2)C=CC=CC=1.CO. (2) Given the product [C:1]([NH:4][C:5]1[S:6][CH:7]=[C:8]([C:10]2[CH:15]=[CH:14][C:13]([N:16]3[C:17]4[C:36](=[O:37])[N:25]([C:26]5[CH:27]=[C:28]([CH:29]=[CH:30][CH:31]=5)[C:32]([OH:34])=[O:33])[C:23](=[O:24])[NH:22][C:18]=4[CH:19]=[C:20]3[Cl:21])=[CH:12][CH:11]=2)[N:9]=1)(=[O:3])[CH3:2], predict the reactants needed to synthesize it. The reactants are: [C:1]([NH:4][C:5]1[S:6][CH:7]=[C:8]([C:10]2[CH:15]=[CH:14][C:13]([N:16]3[C:20]([Cl:21])=[CH:19][C:18]([NH:22][C:23]([NH:25][C:26]4[CH:31]=[CH:30][CH:29]=[C:28]([C:32]([O:34]C)=[O:33])[CH:27]=4)=[O:24])=[C:17]3[C:36](OCC)=[O:37])=[CH:12][CH:11]=2)[N:9]=1)(=[O:3])[CH3:2].C1COCC1.CC(C)([O-])C.[K+].